This data is from Full USPTO retrosynthesis dataset with 1.9M reactions from patents (1976-2016). The task is: Predict the reactants needed to synthesize the given product. (1) Given the product [NH2:7][C:8]1[N:9]([CH3:26])[C:10](=[O:25])[C:11]([CH3:23])([CH3:24])[C@:12]([C:15]2[CH:20]=[C:19]([NH:21][C:31]([CH:28]3[CH2:30][CH2:29]3)=[O:32])[CH:18]=[CH:17][C:16]=2[F:22])([CH3:14])[N:13]=1, predict the reactants needed to synthesize it. The reactants are: C(OC(=O)[NH:7][C:8]1[N:9]([CH3:26])[C:10](=[O:25])[C:11]([CH3:24])([CH3:23])[C@:12]([C:15]2[CH:20]=[C:19]([NH2:21])[CH:18]=[CH:17][C:16]=2[F:22])([CH3:14])[N:13]=1)(C)(C)C.[CH:28]1([C:31](O)=[O:32])[CH2:30][CH2:29]1. (2) The reactants are: [CH3:1][C:2]1[C:3]([CH2:19][S:20][C:21]2[NH:25][C:24]3[CH:26]=[CH:27][CH:28]=[CH:29][C:23]=3[N:22]=2)=[N:4][CH:5]=[CH:6][C:7]=1[O:8][CH2:9][CH2:10][C:11]1([CH2:16][CH2:17][CH3:18])[O:15][CH2:14][CH2:13][O:12]1.ClC1C=CC=C(C(OO)=[O:38])C=1.C(=O)([O-])O.[Na+].C(OCC)(=O)C. Given the product [CH3:1][C:2]1[C:3]([CH2:19][S:20]([C:21]2[NH:22][C:23]3[CH:29]=[CH:28][CH:27]=[CH:26][C:24]=3[N:25]=2)=[O:38])=[N:4][CH:5]=[CH:6][C:7]=1[O:8][CH2:9][CH2:10][C:11]1([CH2:16][CH2:17][CH3:18])[O:12][CH2:13][CH2:14][O:15]1, predict the reactants needed to synthesize it. (3) Given the product [C:23]([O:27][C:28]([N:30]([CH2:39][C:40]([O:42][C:43]([CH3:46])([CH3:45])[CH3:44])=[O:41])[C:31]1[CH:36]=[CH:35][CH:34]=[C:33]([CH:37]=[O:38])[N:32]=1)=[O:29])([CH3:26])([CH3:25])[CH3:24], predict the reactants needed to synthesize it. The reactants are: CC(OI1(OC(C)=O)(OC(C)=O)OC(=O)C2C=CC=CC1=2)=O.[C:23]([O:27][C:28]([N:30]([CH2:39][C:40]([O:42][C:43]([CH3:46])([CH3:45])[CH3:44])=[O:41])[C:31]1[CH:36]=[CH:35][CH:34]=[C:33]([CH2:37][OH:38])[N:32]=1)=[O:29])([CH3:26])([CH3:25])[CH3:24].S([O-])([O-])(=O)=S.[Na+].[Na+]. (4) Given the product [CH3:8][O:9][C:10]([NH:12][C@@H:13]([CH:61]([CH3:62])[CH3:63])[C:14]([N:16]1[C@H:21]([C:22]2[NH:26][C:25]3[C:27]4[C:32]([CH:33]=[CH:34][C:24]=3[N:23]=2)=[CH:31][C:30]([C:35]2[CH:36]=[C:37]3[C:57](=[CH:58][CH:59]=2)[C:41]2[NH:42][C:43]([C@@H:45]5[CH2:49][CH2:48][CH2:47][N:46]5[C:7](=[O:2])[C@H:6]([NH:81][C:91](=[O:92])[O:90][CH3:89])[C:76]5[CH:75]=[CH:74][CH:73]=[CH:78][CH:77]=5)=[N:44][C:40]=2[CH:39]=[CH:38]3)=[CH:29][CH:28]=4)[C@H:20]2[CH2:60][C@@H:17]1[CH2:18][CH2:19]2)=[O:15])=[O:11], predict the reactants needed to synthesize it. The reactants are: Cl.[O:2]1[CH2:7][CH2:6]OCC1.[CH3:8][O:9][C:10]([NH:12][C@@H:13]([CH:61]([CH3:63])[CH3:62])[C:14]([N:16]1[C@H:21]([C:22]2[NH:26][C:25]3[C:27]4[C:32]([CH:33]=[CH:34][C:24]=3[N:23]=2)=[CH:31][C:30]([C:35]2[CH:36]=[C:37]3[C:57](=[CH:58][CH:59]=2)[C:41]2[NH:42][C:43]([C@@H:45]5[CH2:49][CH2:48][CH2:47][N:46]5C(OC(C)(C)C)=O)=[N:44][C:40]=2[CH:39]=[CH:38]3)=[CH:29][CH:28]=4)[C@H:20]2[CH2:60][C@@H:17]1[CH2:18][CH2:19]2)=[O:15])=[O:11].COC(N[C@H]([C:73]1[CH:78]=[CH:77][CH:76]=[CH:75][CH:74]=1)C(O)=O)=O.CC[N:81](C(C)C)C(C)C.C[CH2:89][O:90][C:91](C(C#N)=NOC(N1CCOCC1)=[N+](C)C)=[O:92].F[P-](F)(F)(F)(F)F. (5) Given the product [C:3]1([C:4]2[CH:8]=[CH:9][CH:2]=[CH:3][CH:4]=2)[CH:6]=[CH:7][CH:8]=[CH:9][CH:2]=1, predict the reactants needed to synthesize it. The reactants are: Br[C:2]1[CH:9]=[CH:8][CH:7]=[CH:6][C:3]=1[CH:4]=O.CN(C=O)C.